Dataset: Peptide-MHC class I binding affinity with 185,985 pairs from IEDB/IMGT. Task: Regression. Given a peptide amino acid sequence and an MHC pseudo amino acid sequence, predict their binding affinity value. This is MHC class I binding data. The peptide sequence is VYHITVSQI. The MHC is HLA-A29:02 with pseudo-sequence HLA-A29:02. The binding affinity (normalized) is 0.0506.